Dataset: Full USPTO retrosynthesis dataset with 1.9M reactions from patents (1976-2016). Task: Predict the reactants needed to synthesize the given product. Given the product [C:1]([O:5][C:6](=[O:60])[N:7]([CH2:34][CH2:35][O:36][C:37]1[CH:42]=[C:41]([O:43][CH3:44])[C:40]([C:45]([N:47]2[CH2:51][C:50](=[CH2:52])[CH2:49][C@H:48]2[CH:53]=[O:54])=[O:46])=[CH:39][C:38]=1[N+:57]([O-:59])=[O:58])[CH2:8][CH2:9][O:10][C:11]1[CH:16]=[C:15]([O:17][CH3:18])[C:14]([C:19]([N:21]2[CH2:25][C:24](=[CH2:26])[CH2:23][C@H:22]2[CH:27]=[O:28])=[O:20])=[CH:13][C:12]=1[N+:31]([O-:33])=[O:32])([CH3:4])([CH3:2])[CH3:3], predict the reactants needed to synthesize it. The reactants are: [C:1]([O:5][C:6](=[O:60])[N:7]([CH2:34][CH2:35][O:36][C:37]1[CH:42]=[C:41]([O:43][CH3:44])[C:40]([C:45]([N:47]2[CH2:51][C:50](=[CH2:52])[CH2:49][C@H:48]2[C:53](OC)=[O:54])=[O:46])=[CH:39][C:38]=1[N+:57]([O-:59])=[O:58])[CH2:8][CH2:9][O:10][C:11]1[CH:16]=[C:15]([O:17][CH3:18])[C:14]([C:19]([N:21]2[CH2:25][C:24](=[CH2:26])[CH2:23][C@H:22]2[C:27](OC)=[O:28])=[O:20])=[CH:13][C:12]=1[N+:31]([O-:33])=[O:32])([CH3:4])([CH3:3])[CH3:2].CC(C[AlH]CC(C)C)C.Cl.